Dataset: Retrosynthesis with 50K atom-mapped reactions and 10 reaction types from USPTO. Task: Predict the reactants needed to synthesize the given product. (1) Given the product Nc1nc(N)c(Br)c(NCc2ccccc2)n1, predict the reactants needed to synthesize it. The reactants are: NCc1ccccc1.Nc1nc(N)c(Br)c(Cl)n1. (2) Given the product COc1cc(NC(=O)N2C=CC(=O)CC2c2cccnc2)c(Br)cc1C, predict the reactants needed to synthesize it. The reactants are: COc1cc(N=C=O)c(Br)cc1C.O=C1C=CNC(c2cccnc2)C1. (3) Given the product OCc1cccc(-c2ccc(N3CCOCC3)cc2)c1, predict the reactants needed to synthesize it. The reactants are: CC1(C)OB(c2ccc(N3CCOCC3)cc2)OC1(C)C.OCc1cccc(Br)c1. (4) Given the product CS(=O)(=O)OCc1cc(Br)ccc1Cl, predict the reactants needed to synthesize it. The reactants are: CS(=O)(=O)Cl.OCc1cc(Br)ccc1Cl. (5) Given the product O=Cc1ccc(OC(F)(F)F)cc1, predict the reactants needed to synthesize it. The reactants are: CN(C)C=O.FC(F)(F)Oc1ccc(I)cc1. (6) Given the product COc1cc(-c2cccc(CN(C)C3CCN(Cc4ccnc(-c5cc(OC)c(OC)c(OC)c5)c4)CC3)c2)cc(OC)c1OC, predict the reactants needed to synthesize it. The reactants are: CNC1CCN(Cc2ccnc(-c3cc(OC)c(OC)c(OC)c3)c2)CC1.COc1cc(-c2cccc(CCl)c2)cc(OC)c1OC.